From a dataset of Catalyst prediction with 721,799 reactions and 888 catalyst types from USPTO. Predict which catalyst facilitates the given reaction. (1) The catalyst class is: 1. Product: [CH3:1][O:2][C:3]1[CH:4]=[C:5]([N:12]2[CH2:17][CH2:16][N:15]([S:18]([CH3:21])(=[O:20])=[O:19])[CH2:14][CH2:13]2)[CH:6]=[CH:7][C:8]=1[NH2:9]. Reactant: [CH3:1][O:2][C:3]1[CH:4]=[C:5]([N:12]2[CH2:17][CH2:16][N:15]([S:18]([CH3:21])(=[O:20])=[O:19])[CH2:14][CH2:13]2)[CH:6]=[CH:7][C:8]=1[N+:9]([O-])=O.CO.[BH4-].[Na+]. (2) Reactant: Br[CH2:2][C:3]1[CH:12]=[CH:11][C:10]2[C:5](=[CH:6][CH:7]=[C:8]([F:13])[CH:9]=2)[CH:4]=1.[C-:14]#[N:15].[K+]. Product: [F:13][C:8]1[CH:9]=[C:10]2[C:5](=[CH:6][CH:7]=1)[CH:4]=[C:3]([CH2:2][C:14]#[N:15])[CH:12]=[CH:11]2. The catalyst class is: 23. (3) Reactant: [OH:1][C@@H:2]1[C@H:6]2[N:7](C(OCC3C=CC=CC=3)=O)[CH2:8][C@@H:9]([CH3:10])[C@H:5]2[O:4][CH2:3]1.[H][H]. Product: [CH3:10][C@@H:9]1[CH2:8][NH:7][C@@H:6]2[C@@H:2]([OH:1])[CH2:3][O:4][C@H:5]12. The catalyst class is: 43. (4) Reactant: Cl.[F:2][C:3]1[CH:8]=[C:7]([S:9]([CH3:12])(=[O:11])=[O:10])[CH:6]=[CH:5][C:4]=1[NH:13][C:14]1[C:15]2[O:22][CH:21]=[C:20]([CH:23]3[CH2:28][CH2:27][NH:26][CH2:25][CH2:24]3)[C:16]=2[N:17]=[CH:18][N:19]=1.[F:29][C:30]([F:46])([F:45])[C:31]1[CH:32]=[C:33]([S:41](Cl)(=[O:43])=[O:42])[CH:34]=[C:35]([C:37]([F:40])([F:39])[F:38])[CH:36]=1.O. Product: [F:40][C:37]([F:38])([F:39])[C:35]1[CH:34]=[C:33]([S:41]([N:26]2[CH2:27][CH2:28][CH:23]([C:20]3[C:16]4[N:17]=[CH:18][N:19]=[C:14]([NH:13][C:4]5[CH:5]=[CH:6][C:7]([S:9]([CH3:12])(=[O:10])=[O:11])=[CH:8][C:3]=5[F:2])[C:15]=4[O:22][CH:21]=3)[CH2:24][CH2:25]2)(=[O:42])=[O:43])[CH:32]=[C:31]([C:30]([F:46])([F:45])[F:29])[CH:36]=1. The catalyst class is: 298. (5) Reactant: C(N(CC)CC)C.[Cl:8][C:9]1[C:18]([N+:19]([O-:21])=[O:20])=[C:17](Cl)[C:16]2[C:11](=[CH:12][CH:13]=[CH:14][CH:15]=2)[N:10]=1.[NH2:23][CH2:24][C:25]([CH3:29])([OH:28])[CH:26]=[CH2:27]. Product: [Cl:8][C:9]1[C:18]([N+:19]([O-:21])=[O:20])=[C:17]([NH:23][CH2:24][C:25]([CH3:29])([OH:28])[CH:26]=[CH2:27])[C:16]2[C:11](=[CH:12][CH:13]=[CH:14][CH:15]=2)[N:10]=1. The catalyst class is: 2. (6) Reactant: C(N(CC)CC)C.[C:8]([N:12]1[CH2:17][CH2:16][NH:15][CH2:14][CH2:13]1)([CH3:11])([CH3:10])[CH3:9].[CH:18]1([C@H:21]([NH:29][C:30]([C:32]2[C:41]3[C:36](=[C:37]([Cl:42])[CH:38]=[CH:39][CH:40]=3)[C:35](=[O:43])[N:34]([CH2:44][CH2:45][CH3:46])[C:33]=2[CH2:47]Br)=[O:31])[C:22]2[CH:27]=[CH:26][CH:25]=[C:24]([F:28])[CH:23]=2)[CH2:20][CH2:19]1.[OH-].[Na+]. Product: [CH:18]1([C@H:21]([NH:29][C:30]([C:32]2[C:41]3[C:36](=[C:37]([Cl:42])[CH:38]=[CH:39][CH:40]=3)[C:35](=[O:43])[N:34]([CH2:44][CH2:45][CH3:46])[C:33]=2[CH2:47][N:15]2[CH2:16][CH2:17][N:12]([C:8]([CH3:11])([CH3:10])[CH3:9])[CH2:13][CH2:14]2)=[O:31])[C:22]2[CH:27]=[CH:26][CH:25]=[C:24]([F:28])[CH:23]=2)[CH2:20][CH2:19]1. The catalyst class is: 1. (7) Reactant: [NH2:1][CH2:2][CH:3]1[CH2:8][CH2:7][N:6]([C:9]([O:11][C:12]([CH3:15])([CH3:14])[CH3:13])=[O:10])[CH2:5][CH2:4]1.[OH-].[Na+].[CH2:18](Cl)Cl. Product: [N+:1]([CH2:2][CH:3]1[CH2:8][CH2:7][N:6]([C:9]([O:11][C:12]([CH3:15])([CH3:14])[CH3:13])=[O:10])[CH2:5][CH2:4]1)#[C-:18]. The catalyst class is: 786. (8) Reactant: [Br:1][C:2]1[CH:7]=[CH:6][C:5]([S:8](Cl)(=[O:10])=[O:9])=[CH:4][C:3]=1[F:12]. Product: [Br:1][C:2]1[CH:7]=[CH:6][C:5]([S:8]([C:2]2[CH:7]=[CH:6][CH:5]=[CH:4][CH:3]=2)(=[O:10])=[O:9])=[CH:4][C:3]=1[F:12]. The catalyst class is: 48. (9) Reactant: [H-].[Na+].[SH:3][CH2:4][C:5]([O:7]C)=O.[NH2:9][C:10]1[CH:15]=[C:14]([Cl:16])[N:13]=[N:12][C:11]=1Cl. Product: [Cl:16][C:14]1[N:13]=[N:12][C:11]2[S:3][CH2:4][C:5](=[O:7])[NH:9][C:10]=2[CH:15]=1. The catalyst class is: 9. (10) Reactant: [CH3:1][C:2]([CH3:31])([CH3:30])[C:3]#[C:4][C:5]1[S:9][C:8]([C:10]([OH:12])=[O:11])=[C:7]([N:13]([C@H:23]2[CH2:28][CH2:27][C@H:26]([OH:29])[CH2:25][CH2:24]2)[C:14]([C@H:16]2[CH2:21][CH2:20][C@H:19]([CH3:22])[CH2:18][CH2:17]2)=[O:15])[CH:6]=1.F[C:33]1[CH:38]=[CH:37][CH:36]=[CH:35][N:34]=1.[H-].[Na+].C(OCC)(=O)C. Product: [CH3:31][C:2]([CH3:30])([CH3:1])[C:3]#[C:4][C:5]1[S:9][C:8]([C:10]([OH:12])=[O:11])=[C:7]([N:13]([C:14]([C@H:16]2[CH2:21][CH2:20][C@H:19]([CH3:22])[CH2:18][CH2:17]2)=[O:15])[C@H:23]2[CH2:28][CH2:27][C@H:26]([O:29][C:33]3[CH:38]=[CH:37][CH:36]=[CH:35][N:34]=3)[CH2:25][CH2:24]2)[CH:6]=1. The catalyst class is: 3.